Predict which catalyst facilitates the given reaction. From a dataset of Catalyst prediction with 721,799 reactions and 888 catalyst types from USPTO. Reactant: [Br:1][C:2]1[CH:3]=[C:4]([C:8]2([CH:15]([F:17])[F:16])[NH:13][C:12](=O)[CH2:11][O:10][CH2:9]2)[CH:5]=[CH:6][CH:7]=1.P12(SP3(SP(SP(S3)(S1)=S)(=S)S2)=S)=[S:19].C(OCC)(=O)C.Cl. Product: [Br:1][C:2]1[CH:3]=[C:4]([C:8]2([CH:15]([F:17])[F:16])[NH:13][C:12](=[S:19])[CH2:11][O:10][CH2:9]2)[CH:5]=[CH:6][CH:7]=1. The catalyst class is: 17.